Predict the product of the given reaction. From a dataset of Forward reaction prediction with 1.9M reactions from USPTO patents (1976-2016). (1) Given the reactants [C:1]([N:4]1[CH2:9][CH2:8][C:7]([F:23])([CH:10]([O:15][Si](CC)(CC)CC)[C:11]([F:14])([F:13])[F:12])[CH2:6][CH2:5]1)(=[O:3])[CH3:2].[F-].C([N+](CCCC)(CCCC)CCCC)CCC.O.C(OCC)(=O)C, predict the reaction product. The product is: [C:1]([N:4]1[CH2:5][CH2:6][C:7]([F:23])([CH:10]([OH:15])[C:11]([F:13])([F:12])[F:14])[CH2:8][CH2:9]1)(=[O:3])[CH3:2]. (2) Given the reactants [Cl:1][C:2]1[C:3]([Cl:17])=[CH:4][C:5]2[CH:6]=[C:7]3[C:14](=O)[NH:13][CH2:12][C@@H:11]([CH3:16])[N:8]3[C:9]=2[CH:10]=1, predict the reaction product. The product is: [ClH:1].[Cl:1][C:2]1[C:3]([Cl:17])=[CH:4][C:5]2[CH:6]=[C:7]3[CH2:14][NH:13][CH2:12][C@@H:11]([CH3:16])[N:8]3[C:9]=2[CH:10]=1. (3) The product is: [F:1][C:2]1[CH:3]=[C:4]([CH:8]=[CH:9][N:10]=1)[C:5]([O:7][CH2:11][CH3:12])=[O:6]. Given the reactants [F:1][C:2]1[CH:3]=[C:4]([CH:8]=[CH:9][N:10]=1)[C:5]([OH:7])=[O:6].[CH2:11](N(CC)CC)[CH3:12].ClC(OCC)=O, predict the reaction product. (4) Given the reactants I[Si](C)(C)C.C[O:7][C:8]1[N:15]=[CH:14][CH:13]=[CH:12][C:9]=1[CH:10]=[O:11].[CH2:16](I)[CH3:17], predict the reaction product. The product is: [CH2:16]([N:15]1[CH:14]=[CH:13][CH:12]=[C:9]([CH:10]=[O:11])[C:8]1=[O:7])[CH3:17]. (5) Given the reactants [CH3:1][C:2]1([C:8]2[CH:13]=[CH:12][CH:11]=[CH:10][CH:9]=2)[C:5](=[O:6])[CH2:4][C:3]1=[O:7].[CH:14](=O)[C:15]1[CH:20]=[CH:19][CH:18]=[CH:17][CH:16]=1.[CH3:22][C:23]1[C:31]2[C:26](=[CH:27][CH:28]=[C:29]([CH3:32])[CH:30]=2)[NH:25][CH:24]=1, predict the reaction product. The product is: [CH3:22][C:23]1[C:31]2[C:26](=[CH:27][CH:28]=[C:29]([CH3:32])[CH:30]=2)[NH:25][C:24]=1[CH:14]([C:15]1[CH:20]=[CH:19][CH:18]=[CH:17][CH:16]=1)[C:4]1[C:3](=[O:7])[C:2]([CH3:1])([C:8]2[CH:13]=[CH:12][CH:11]=[CH:10][CH:9]=2)[C:5]=1[OH:6]. (6) Given the reactants [C:1]([O:5][C:6]([N:8]1[CH2:13][CH2:12][CH:11]([CH2:14][CH2:15][CH2:16][C:17]([OH:19])=O)[CH2:10][CH2:9]1)=[O:7])([CH3:4])([CH3:3])[CH3:2].[Cl:20][C:21]1[CH:22]=[C:23]([CH:25]=[CH:26][C:27]=1[Cl:28])[NH2:24].ON1C2N=CC=CC=2N=N1.C(=O)([O-])O.[Na+], predict the reaction product. The product is: [C:1]([O:5][C:6]([N:8]1[CH2:9][CH2:10][CH:11]([CH2:14][CH2:15][CH2:16][C:17](=[O:19])[NH:24][C:23]2[CH:25]=[CH:26][C:27]([Cl:28])=[C:21]([Cl:20])[CH:22]=2)[CH2:12][CH2:13]1)=[O:7])([CH3:2])([CH3:3])[CH3:4]. (7) Given the reactants C(OC([N:8]1[CH2:13][CH2:12][CH:11]([NH:14][C:15]2[CH:20]=[CH:19][CH:18]=[C:17]([C:21]3[CH:26]=[CH:25][N:24]=[C:23](Cl)[N:22]=3)[CH:16]=2)[CH2:10][CH2:9]1)=O)(C)(C)C.[NH2:28][CH2:29][CH2:30][C:31]1[CH:32]=[CH:33][C:34]([O:38][CH3:39])=[C:35]([OH:37])[CH:36]=1, predict the reaction product. The product is: [CH3:39][O:38][C:34]1[CH:33]=[CH:32][C:31]([CH2:30][CH2:29][NH:28][C:23]2[N:22]=[C:21]([C:17]3[CH:18]=[CH:19][CH:20]=[C:15]([NH:14][CH:11]4[CH2:10][CH2:9][NH:8][CH2:13][CH2:12]4)[CH:16]=3)[CH:26]=[CH:25][N:24]=2)=[CH:36][C:35]=1[OH:37]. (8) The product is: [CH3:1][N:2]1[CH2:7][CH2:6][N:5]([CH3:8])[C:4](=[O:9])[CH:3]1[C:10]1[CH:15]=[CH:14][C:13]([NH:16][C:17]2[C:18](=[O:44])[N:19]([CH3:43])[CH:20]=[C:21]([C:23]3[C:24]([CH3:42])=[C:25]([NH:29][C:30]([C:32]4[S:36][C:35]5[CH:37]([OH:41])[CH2:38][CH2:39][CH2:40][C:34]=5[CH:33]=4)=[O:31])[CH:26]=[CH:27][CH:28]=3)[N:22]=2)=[CH:12][CH:11]=1. Given the reactants [CH3:1][N:2]1[CH2:7][CH2:6][N:5]([CH3:8])[C:4](=[O:9])[CH:3]1[C:10]1[CH:15]=[CH:14][C:13]([NH:16][C:17]2[C:18](=[O:44])[N:19]([CH3:43])[CH:20]=[C:21]([C:23]3[C:24]([CH3:42])=[C:25]([NH:29][C:30]([C:32]4[S:36][C:35]5[C:37](=[O:41])[CH2:38][CH2:39][CH2:40][C:34]=5[CH:33]=4)=[O:31])[CH:26]=[CH:27][CH:28]=3)[N:22]=2)=[CH:12][CH:11]=1.[BH4-].[Na+], predict the reaction product.